Dataset: Drug-target binding data from BindingDB using IC50 measurements. Task: Regression. Given a target protein amino acid sequence and a drug SMILES string, predict the binding affinity score between them. We predict pIC50 (pIC50 = -log10(IC50 in M); higher means more potent). Dataset: bindingdb_ic50. (1) The drug is O=C([O-])C1=CS[C@@H]2/C(=C\c3cc4n(n3)CCS(=O)(=O)C4)C(=O)N12. The target protein (P05364) has sequence MMRKSLCCALLLGISCSALATPVSEKQLAEVVANTITPLMKAQSVPGMAVAVIYQGKPHYYTFGKADIAANKPVTPQTLFELGSISKTFTGVLGGDAIARGEISLDDAVTRYWPQLTGKQWQGIRMLDLATYTAGGLPLQVPDEVTDNASLLRFYQNWQPQWKPGTTRLYANASIGLFGALAVKPSGMPYEQAMTTRVLKPLKLDHTWINVPKAEEAHYAWGYRDGKAVRVSPGMLDAQAYGVKTNVQDMANWVMANMAPENVADASLKQGIALAQSRYWRIGSMYQGLGWEMLNWPVEANTVVEGSDSKVALAPLPVAEVNPPAPPVKASWVHKTGSTGGFGSYVAFIPEKQIGIVMLANTSYPNPARVEAAYHILEALQ. The pIC50 is 8.7. (2) The small molecule is CC1(NC(=O)c2cnn3ccc(N4CCC[C@@H]4c4cncc(F)c4)nc23)CC1. The target protein sequence is LTRLQPHNLADVLTVNPDSPASDPTVFHKRYLKKIRDLGEGHFGKVSLYCYDPTNDGTGEMVAVKALKADCGPQHRSGWKQEIDILRTLYHEHIIKYKGCCEDQGEKSLQLVMEYVPLGSLRDYLPRHSIGLAQLLLFAQQICEGMAYLHAQHYIHRDLAARNVLLDNDRLVKIGDFGLAKAVPEGHEYYRVREDGDSPVFWYAPECLKEYKFYYASDVWSFGVTLYELLTHCDSSQSPPTKFLELIGIAQGQMTVLRLTELLERGERLPRPDKCPCEVYHLMKNCWETEASFRPTFENLIPILKTVHEKYQGQAPSVFSVC. The pIC50 is 6.0. (3) The small molecule is O=C(O[C@H]1CCNC[C@H]1F)[C@@H]1CC[C@@H]2CN1C(=O)N2OS(=O)(=O)O. The target protein sequence is MRDTRFPCLCGIAASTLLFATTPAIADEAPADRLKALVDAAVQPVMKANDIPGLAVAISLKGEPHYFSYGLASKEDGRRVTPETLFEIGSVSKTFTVTLAGYALAQDKMRLDDRASQHWPALQGSRFDGISLLDLATYTAGGLPLQFPDSVQKDQAQIRDYYRQWQPTYAPGSQRLYSNPSIGLFGYLAARSLGQPFERLMEQQLFPALGLEQTHLDVPEAALAQYAQGYGKDDRPLRVGPGPLDAEGYGVKTSAADLLRFVDANLHPERLDRPWAQALDATHRGYYKVGDMTQGLGWEAYDWPISLKRLQAGNSTPMALQPHRIARLPAPQALEGQRLLNKTGSTNGFGAYVAFVPGRDLGLVILANRNYPNAERVKIAYAILSGLEQQAKVPLKR. The pIC50 is 7.3. (4) The small molecule is Nc1nc(Nc2ccc(S(N)(=O)=O)cc2)nn1C(=O)c1c(F)cccc1F. The target protein (O08775) has sequence MESRALLAVALWFCVETRAASVGLPGDSLHPPKLSTQKDILTILANTTLQITCRGQRDLDWLWPNTPRDSEERVLVTECGDSIFCKTLTVPRVVGNDTGAYKCFYRDTDVSSIVYVYVQDHRSPFIASVSDEHGIVYITENKNKTVVIPCRGSISNLNVSLCARYPEKRFVPDGNRISWDSEKGFTIPSYMISYAGMVFCEAKINDETYQSIMYIVLVVGYRIYDVVLSPPHEIELSAGEKLVLNCTARTELNVGLDFSWQFPSSKHQHKKIVNRDVKSLPGTVAKMFLSTLTIDSVTKSDQGEYTCTAYSGLMTKKNKTFVRVHTKPFIAFGSGMKSLVEATVGSQVRIPVKYLSYPAPDIKWYRNGRPIESNYTMIVGDELTIMEVSERDAGNYTVILTNPISMEKQSHMVSLVVNVPPQIGEKALISPMDSYQYGTMQTLTCTVYANPPLHHIQWYWQLEEACSYRPSQTNPYTCKEWRHVKDFQGGNKIEVTKNQY.... The pIC50 is 6.9.